Dataset: Catalyst prediction with 721,799 reactions and 888 catalyst types from USPTO. Task: Predict which catalyst facilitates the given reaction. Reactant: [C:1]1([C:7]2[O:8][C:9]([C:30]([F:33])([F:32])[F:31])=[C:10]([C:12]([NH:14][C:15]3[CH:16]=[CH:17][C:18]([N:21]4[CH2:26][CH2:25][CH:24]([C:27](O)=[O:28])[CH2:23][CH2:22]4)=[N:19][CH:20]=3)=[O:13])[N:11]=2)[CH:6]=[CH:5][CH:4]=[CH:3][CH:2]=1.[CH3:34][S:35]([NH2:38])(=[O:37])=[O:36].CCN=C=NCCCN(C)C.Cl. Product: [CH3:34][S:35]([NH:38][C:27]([CH:24]1[CH2:25][CH2:26][N:21]([C:18]2[CH:17]=[CH:16][C:15]([NH:14][C:12]([C:10]3[N:11]=[C:7]([C:1]4[CH:2]=[CH:3][CH:4]=[CH:5][CH:6]=4)[O:8][C:9]=3[C:30]([F:33])([F:31])[F:32])=[O:13])=[CH:20][N:19]=2)[CH2:22][CH2:23]1)=[O:28])(=[O:37])=[O:36]. The catalyst class is: 172.